This data is from Full USPTO retrosynthesis dataset with 1.9M reactions from patents (1976-2016). The task is: Predict the reactants needed to synthesize the given product. Given the product [C:21]1([S:27]([NH:1][C:2]2[CH:20]=[CH:19][C:5]([O:6][C:7]3[CH:12]=[N:11][CH:10]=[C:9]4[S:13][C:14]([C:16]([NH2:18])=[O:17])=[CH:15][C:8]=34)=[CH:4][CH:3]=2)(=[O:29])=[O:28])[CH:26]=[CH:25][CH:24]=[CH:23][CH:22]=1, predict the reactants needed to synthesize it. The reactants are: [NH2:1][C:2]1[CH:20]=[CH:19][C:5]([O:6][C:7]2[CH:12]=[N:11][CH:10]=[C:9]3[S:13][C:14]([C:16]([NH2:18])=[O:17])=[CH:15][C:8]=23)=[CH:4][CH:3]=1.[C:21]1([S:27](Cl)(=[O:29])=[O:28])[CH:26]=[CH:25][CH:24]=[CH:23][CH:22]=1.N1CCOCC1.C(Cl)Cl.